From a dataset of Full USPTO retrosynthesis dataset with 1.9M reactions from patents (1976-2016). Predict the reactants needed to synthesize the given product. (1) Given the product [CH3:29][C:28]1[CH:30]=[CH:31][C:25]([S:22]([O:21][CH2:20][CH2:19][C@H:17]2[CH2:18][C@@H:16]2[CH:13]2[CH2:14][CH2:15][N:10]([C:7]3[N:8]=[CH:9][C:4]([CH2:3][O:2][CH3:1])=[CH:5][N:6]=3)[CH2:11][CH2:12]2)(=[O:24])=[O:23])=[CH:26][CH:27]=1, predict the reactants needed to synthesize it. The reactants are: [CH3:1][O:2][CH2:3][C:4]1[CH:5]=[N:6][C:7]([N:10]2[CH2:15][CH2:14][CH:13]([C@H:16]3[CH2:18][C@@H:17]3[CH2:19][CH2:20][OH:21])[CH2:12][CH2:11]2)=[N:8][CH:9]=1.[S:22](Cl)([C:25]1[CH:31]=[CH:30][C:28]([CH3:29])=[CH:27][CH:26]=1)(=[O:24])=[O:23]. (2) Given the product [Cl:14][C:15]1[CH:16]=[CH:17][CH:18]=[C:19]2[C:28]=1[C:22]1([CH2:23][CH2:24][N:25]([C:11](=[O:13])[CH2:10][CH2:9][C:3]3[CH:4]=[CH:5][C:6]([Cl:8])=[CH:7][C:2]=3[Cl:1])[CH2:26][CH2:27]1)[CH2:21][CH:20]2[CH2:29][C:30]([OH:32])=[O:31], predict the reactants needed to synthesize it. The reactants are: [Cl:1][C:2]1[CH:7]=[C:6]([Cl:8])[CH:5]=[CH:4][C:3]=1[CH2:9][CH2:10][C:11]([OH:13])=O.[Cl:14][C:15]1[CH:16]=[CH:17][CH:18]=[C:19]2[C:28]=1[C:22]1([CH2:27][CH2:26][NH:25][CH2:24][CH2:23]1)[CH2:21][CH:20]2[CH2:29][C:30]([O:32]CC)=[O:31]. (3) Given the product [NH2:1][C:2]1[C:3]([C:8]([O:10][CH3:11])=[O:9])=[N:4][C:5]([Br:18])=[CH:6][N:7]=1, predict the reactants needed to synthesize it. The reactants are: [NH2:1][C:2]1[C:3]([C:8]([O:10][CH3:11])=[O:9])=[N:4][CH:5]=[CH:6][N:7]=1.C(=O)([O-])[O-].[Na+].[Na+].[Br:18]Br. (4) Given the product [CH2:1]([O:71][CH:28]1[C@@H:29]([O:63][CH2:64][C:65]2[CH:66]=[CH:67][CH:68]=[CH:69][CH:70]=2)[C@H:30]([O:55][CH2:56][C:57]2[CH:62]=[CH:61][CH:60]=[CH:59][CH:58]=2)[C:31]([CH2:43][O:44][CH2:45][C:46]2[CH:47]=[CH:48][C:49]([O:52][CH3:53])=[CH:50][CH:51]=2)([CH2:32][O:33][CH2:34][C:35]2[CH:36]=[CH:37][C:38]([O:41][CH3:42])=[CH:39][CH:40]=2)[O:54][C:27]1([C:9]1[CH:14]=[CH:13][C:12]([F:15])=[C:11]([CH2:16][C:17]2[CH:22]=[CH:21][C:20]([Cl:23])=[CH:19][CH:18]=2)[CH:10]=1)[OH:79])[C:2]1[CH:85]=[CH:84][CH:83]=[CH:4][CH:3]=1, predict the reactants needed to synthesize it. The reactants are: [CH2:1]([Li])[CH2:2][CH2:3][CH3:4].O=O.Br[C:9]1[CH:14]=[CH:13][C:12]([F:15])=[C:11]([CH2:16][C:17]2[CH:22]=[CH:21][C:20]([Cl:23])=[CH:19][CH:18]=2)[CH:10]=1.CON(C)[C:27](=[O:79])[C@H:28]([O:71]CC1C=CC=CC=1)[C@@H:29]([O:63][CH2:64][C:65]1[CH:70]=[CH:69][CH:68]=[CH:67][CH:66]=1)[C@H:30]([O:55][CH2:56][C:57]1[CH:62]=[CH:61][CH:60]=[CH:59][CH:58]=1)[C:31]([OH:54])([CH2:43][O:44][CH2:45][C:46]1[CH:51]=[CH:50][C:49]([O:52][CH3:53])=[CH:48][CH:47]=1)[CH2:32][O:33][CH2:34][C:35]1[CH:40]=[CH:39][C:38]([O:41][CH3:42])=[CH:37][CH:36]=1.[Al].O1C[CH2:85][CH2:84][CH2:83]1. (5) Given the product [CH:1]([C:4]1[N:5]=[C:6]([CH2:9][CH2:10][C:11]2[CH:32]=[CH:31][N:14]3[C:15](=[O:30])[C:16](/[CH:21]=[CH:22]/[C:23]([OH:25])=[O:24])=[C:17]([O:19][CH3:20])[N:18]=[C:13]3[CH:12]=2)[S:7][CH:8]=1)([CH3:3])[CH3:2], predict the reactants needed to synthesize it. The reactants are: [CH:1]([C:4]1[N:5]=[C:6]([CH2:9][CH2:10][C:11]2[CH:32]=[CH:31][N:14]3[C:15](=[O:30])[C:16](/[CH:21]=[CH:22]/[C:23]([O:25]C(C)(C)C)=[O:24])=[C:17]([O:19][CH3:20])[N:18]=[C:13]3[CH:12]=2)[S:7][CH:8]=1)([CH3:3])[CH3:2].FC(F)(F)C(O)=O. (6) Given the product [F:1][C:2]1[CH:10]=[C:9]([F:11])[CH:8]=[CH:7][C:3]=1[C:4](=[N:5][OH:6])[Cl:12], predict the reactants needed to synthesize it. The reactants are: [F:1][C:2]1[CH:10]=[C:9]([F:11])[CH:8]=[CH:7][C:3]=1[CH:4]=[N:5][OH:6].[Cl:12]N1C(=O)CCC1=O. (7) The reactants are: [CH:1]([N:4]1[C:8]2[CH:9]=[C:10]([NH2:13])[CH:11]=[CH:12][C:7]=2[N:6]=[CH:5]1)([CH3:3])[CH3:2].[Br:14]Br.N.CO.C(Cl)Cl. Given the product [CH:1]([N:4]1[C:8]2[C:9]([Br:14])=[C:10]([NH2:13])[CH:11]=[CH:12][C:7]=2[N:6]=[CH:5]1)([CH3:3])[CH3:2], predict the reactants needed to synthesize it. (8) Given the product [CH3:1][C:2]1([CH3:23])[O:6][C:5](=[O:7])[CH:4]([CH:8]([C:13]([N:15]2[CH2:19][CH2:18][CH2:17][C@H:16]2[C:20]([NH2:26])=[O:21])=[O:14])[CH2:9][CH2:10][CH2:11][CH3:12])[O:3]1, predict the reactants needed to synthesize it. The reactants are: [CH3:1][C:2]1([CH3:23])[O:6][C:5](=[O:7])[CH:4]([CH:8]([C:13]([N:15]2[CH2:19][CH2:18][CH2:17][C@H:16]2[C:20](O)=[O:21])=[O:14])[CH2:9][CH2:10][CH2:11][CH3:12])[O:3]1.CC[N:26](C(C)C)C(C)C.CN(C(ON1N=NC2C=CC=NC1=2)=[N+](C)C)C.F[P-](F)(F)(F)(F)F. (9) Given the product [Cl:20][C:5]1[C:6]([NH:8][C:9]2[C:18]([F:19])=[CH:17][CH:16]=[CH:15][C:10]=2[O:11][CH2:12][C:13]#[N:14])=[N:7][C:2]([NH:36][C:33]2[CH:34]=[CH:35][C:28]3[CH2:27][CH2:26][N:25]([CH2:24][CH2:23][O:22][CH3:21])[CH2:31][CH2:30][C:29]=3[CH:32]=2)=[N:3][CH:4]=1, predict the reactants needed to synthesize it. The reactants are: Cl[C:2]1[N:7]=[C:6]([NH:8][C:9]2[C:18]([F:19])=[CH:17][CH:16]=[CH:15][C:10]=2[O:11][CH2:12][C:13]#[N:14])[C:5]([Cl:20])=[CH:4][N:3]=1.[CH3:21][O:22][CH2:23][CH2:24][N:25]1[CH2:31][CH2:30][C:29]2[CH:32]=[C:33]([NH2:36])[CH:34]=[CH:35][C:28]=2[CH2:27][CH2:26]1.